Predict which catalyst facilitates the given reaction. From a dataset of Catalyst prediction with 721,799 reactions and 888 catalyst types from USPTO. Reactant: F[C:2]1[CH:7]=[C:6]([I:8])[CH:5]=[C:4]([C:9]([F:12])([F:11])[F:10])[N:3]=1.[CH2:13]([NH2:18])[C:14]([CH3:17])([CH3:16])[CH3:15]. Product: [I:8][C:6]1[CH:5]=[C:4]([C:9]([F:12])([F:11])[F:10])[N:3]=[C:2]([NH:18][CH2:13][C:14]([CH3:17])([CH3:16])[CH3:15])[CH:7]=1. The catalyst class is: 144.